This data is from Reaction yield outcomes from USPTO patents with 853,638 reactions. The task is: Predict the reaction yield, written as a fraction of the theoretical maximum amount of product (1.0 means a 100% yield; for example, 0.34 means a 34% yield). (1) The reactants are COC1C=CC(C[N:8]([C:31]2[S:35][N:34]=[CH:33][N:32]=2)[S:9]([C:12]2[CH:13]=[C:14]3[C:19](=[CH:20][CH:21]=2)[C:18]([C:22]2[CH:27]=[CH:26][CH:25]=[CH:24][C:23]=2[O:28][CH3:29])=[N:17][NH:16][C:15]3=[O:30])(=[O:11])=[O:10])=CC=1.C(O)(C(F)(F)F)=O. The catalyst is C(Cl)Cl. The product is [CH3:29][O:28][C:23]1[CH:24]=[CH:25][CH:26]=[CH:27][C:22]=1[C:18]1[C:19]2[C:14](=[CH:13][C:12]([S:9]([NH:8][C:31]3[S:35][N:34]=[CH:33][N:32]=3)(=[O:10])=[O:11])=[CH:21][CH:20]=2)[C:15](=[O:30])[NH:16][N:17]=1. The yield is 0.218. (2) The reactants are CN(C)CCNC.C(=O)=O.CC#N.[CH2:14]([Li])[CH2:15][CH2:16]C.[F:19][C:20]([F:30])([F:29])[C:21]1[CH:28]=[CH:27][C:24]([CH:25]=[O:26])=[CH:23][CH:22]=1.C(Br)C=C. The catalyst is CCCCCC.O1CCCC1.[Cu]Br. The product is [CH2:16]([C:27]1[CH:28]=[C:21]([C:20]([F:29])([F:30])[F:19])[CH:22]=[CH:23][C:24]=1[CH:25]=[O:26])[CH:15]=[CH2:14]. The yield is 0.850. (3) The reactants are [C:1]1([C:7]2([C:10]([OH:12])=O)[CH2:9][CH2:8]2)[CH:6]=[CH:5][CH:4]=[CH:3][CH:2]=1.Cl.[CH3:14][C:15]1[C:19]([CH2:20][N:21]2[CH:25]=[C:24]([NH2:26])[CH:23]=[N:22]2)=[C:18]([CH3:27])[O:17][N:16]=1. No catalyst specified. The product is [CH3:14][C:15]1[C:19]([CH2:20][N:21]2[CH:25]=[C:24]([NH:26][C:10]([C:7]3([C:1]4[CH:2]=[CH:3][CH:4]=[CH:5][CH:6]=4)[CH2:8][CH2:9]3)=[O:12])[CH:23]=[N:22]2)=[C:18]([CH3:27])[O:17][N:16]=1. The yield is 0.0600. (4) The reactants are C(OC(=O)[NH:10][C:11]1[CH:16]=[CH:15][C:14]([F:17])=[C:13]([C:18]([C:20]2[C:28]3[C:23](=[N:24][CH:25]=[C:26]([C:29]#[N:30])[CH:27]=3)[NH:22][CH:21]=2)=[O:19])[C:12]=1[F:31])C1C=CC=CC=1.C(#N)C.C[Si](I)(C)C. The catalyst is CO. The product is [NH2:10][C:11]1[C:12]([F:31])=[C:13]([C:14]([F:17])=[CH:15][CH:16]=1)[C:18]([C:20]1[C:28]2[C:23](=[N:24][CH:25]=[C:26]([C:29]#[N:30])[CH:27]=2)[NH:22][CH:21]=1)=[O:19]. The yield is 0.600. (5) The reactants are [Si]([O:8][C:9]1[CH:14]=[C:13]([O:15][Si](C(C)(C)C)(C)C)[CH:12]=[CH:11][C:10]=1[C@H:23]1[CH2:28][CH2:27][C@H:26](O)[CH2:25][CH2:24]1)(C(C)(C)C)(C)C.C(N(S(F)(F)F)CC)C. The catalyst is ClCCl. The product is [CH:23]1([C:10]2[CH:11]=[CH:12][C:13]([OH:15])=[CH:14][C:9]=2[OH:8])[CH2:28][CH2:27][CH:26]=[CH:25][CH2:24]1. The yield is 0.380. (6) The reactants are [NH2:1][C:2]1[N:6]=[CH:5][NH:4][N:3]=1.[H-].[Na+].BrC[C:11]1[C:12]([C:17]#[N:18])=[CH:13][CH:14]=[CH:15][CH:16]=1.[CH3:19]N(C=O)C. No catalyst specified. The product is [NH2:1][C:2]1[N:6]=[CH:5][N:4]([CH2:19][C:15]2[CH:16]=[CH:11][C:12]([C:17]#[N:18])=[CH:13][CH:14]=2)[N:3]=1. The yield is 0.326. (7) The reactants are [Cl:1][C:2]1[CH:3]=[C:4]([CH:7]=[CH:8][C:9]=1[C:10]1[CH:19]=[CH:18][C:17]2[C:12](=[CH:13][CH:14]=[C:15]([OH:20])[CH:16]=2)[N:11]=1)[C:5]#[N:6].[N-:21]=[N+:22]=[N-:23].[Na+].[Li+].[Cl-]. The catalyst is COCCOCCO. The product is [Cl:1][C:2]1[CH:3]=[C:4]([C:5]2[N:21]=[N:22][NH:23][N:6]=2)[CH:7]=[CH:8][C:9]=1[C:10]1[CH:19]=[CH:18][C:17]2[C:12](=[CH:13][CH:14]=[C:15]([OH:20])[CH:16]=2)[N:11]=1. The yield is 0.120.